Dataset: Reaction yield outcomes from USPTO patents with 853,638 reactions. Task: Predict the reaction yield, written as a fraction of the theoretical maximum amount of product (1.0 means a 100% yield; for example, 0.34 means a 34% yield). (1) The reactants are C([O:3][C:4]1[CH:9]=[CH:8][CH:7]=[CH:6][C:5]=1[C:10]1[CH:15]=[CH:14][CH:13]=[CH:12][C:11]=1[C:16]1[N:20]([C:21]2[CH:26]=[CH:25][CH:24]=[CH:23][C:22]=2[F:27])[N:19]=[N:18][N:17]=1)C.Br[CH2:29][C:30]([NH2:32])=[O:31]. No catalyst specified. The product is [F:27][C:22]1[CH:23]=[CH:24][CH:25]=[CH:26][C:21]=1[N:20]1[C:16]([C:11]2[CH:12]=[CH:13][CH:14]=[CH:15][C:10]=2[C:5]2[CH:6]=[CH:7][CH:8]=[CH:9][C:4]=2[O:3][CH2:29][C:30]([NH2:32])=[O:31])=[N:17][N:18]=[N:19]1. The yield is 0.370. (2) The reactants are C[O:2][C:3]([C:5]1[S:9][C:8]2[CH:10]=[C:11]([F:14])[CH:12]=[CH:13][C:7]=2[C:6]=1[CH:15]1[CH2:20][CH2:19][N:18]([CH2:21][CH2:22][CH2:23][N:24]2[C:32]3[CH2:31][CH2:30][N:29]([S:33]([CH3:36])(=[O:35])=[O:34])[CH2:28][C:27]=3[C:26]([C:37]3[CH:42]=[CH:41][C:40]([C:43]([F:46])([F:45])[F:44])=[CH:39][CH:38]=3)=[N:25]2)[CH2:17][CH2:16]1)=[O:4].[OH-].[K+].Cl. The catalyst is C1COCC1.O. The product is [F:14][C:11]1[CH:12]=[CH:13][C:7]2[C:6]([CH:15]3[CH2:16][CH2:17][N:18]([CH2:21][CH2:22][CH2:23][N:24]4[C:32]5[CH2:31][CH2:30][N:29]([S:33]([CH3:36])(=[O:35])=[O:34])[CH2:28][C:27]=5[C:26]([C:37]5[CH:42]=[CH:41][C:40]([C:43]([F:45])([F:46])[F:44])=[CH:39][CH:38]=5)=[N:25]4)[CH2:19][CH2:20]3)=[C:5]([C:3]([OH:4])=[O:2])[S:9][C:8]=2[CH:10]=1. The yield is 1.00. (3) The reactants are [Cl:1][C:2]1[C:3]([O:12][C:13]2[CH:18]=[C:17]([OH:19])[CH:16]=[CH:15][C:14]=2/[CH:20]=[CH:21]/[C:22]([O:24][CH2:25][CH3:26])=[O:23])=[N:4][CH:5]=[C:6]([C:8]([F:11])([F:10])[F:9])[CH:7]=1.[CH3:27][CH:28](I)[CH3:29].C(=O)([O-])[O-].[K+].[K+].Cl. The catalyst is CN(C)C=O. The product is [Cl:1][C:2]1[C:3]([O:12][C:13]2[CH:18]=[C:17]([O:19][CH:28]([CH3:29])[CH3:27])[CH:16]=[CH:15][C:14]=2/[CH:20]=[CH:21]/[C:22]([O:24][CH2:25][CH3:26])=[O:23])=[N:4][CH:5]=[C:6]([C:8]([F:9])([F:11])[F:10])[CH:7]=1. The yield is 0.960.